From a dataset of NCI-60 drug combinations with 297,098 pairs across 59 cell lines. Regression. Given two drug SMILES strings and cell line genomic features, predict the synergy score measuring deviation from expected non-interaction effect. (1) Drug 1: CC(C1=C(C=CC(=C1Cl)F)Cl)OC2=C(N=CC(=C2)C3=CN(N=C3)C4CCNCC4)N. Drug 2: CC1=C2C(C(=O)C3(C(CC4C(C3C(C(C2(C)C)(CC1OC(=O)C(C(C5=CC=CC=C5)NC(=O)OC(C)(C)C)O)O)OC(=O)C6=CC=CC=C6)(CO4)OC(=O)C)OC)C)OC. Cell line: U251. Synergy scores: CSS=57.2, Synergy_ZIP=10.9, Synergy_Bliss=10.4, Synergy_Loewe=-22.6, Synergy_HSA=10.7. (2) Drug 1: CC(C)NC(=O)C1=CC=C(C=C1)CNNC.Cl. Drug 2: CC1C(C(CC(O1)OC2CC(CC3=C2C(=C4C(=C3O)C(=O)C5=CC=CC=C5C4=O)O)(C(=O)C)O)N)O. Cell line: SF-268. Synergy scores: CSS=30.9, Synergy_ZIP=-1.81, Synergy_Bliss=-4.24, Synergy_Loewe=-27.2, Synergy_HSA=-2.99.